This data is from Full USPTO retrosynthesis dataset with 1.9M reactions from patents (1976-2016). The task is: Predict the reactants needed to synthesize the given product. (1) The reactants are: [OH:1][C:2]1[CH:8]=[CH:7][CH:6]=[C:5]([CH3:9])[C:3]=1[NH2:4].[C:10](N1C=CN=C1)(N1C=CN=C1)=[O:11].C(Cl)Cl. Given the product [CH3:9][C:5]1[C:3]2[NH:4][C:10](=[O:11])[O:1][C:2]=2[CH:8]=[CH:7][CH:6]=1, predict the reactants needed to synthesize it. (2) Given the product [CH3:14][N:2]1[N:3]=[N:4][C:5]([C:6]2[S:18][C:17]([NH2:19])=[N:16][C:7]=2[C:9]2[S:10][CH:11]=[CH:12][CH:13]=2)=[N:1]1, predict the reactants needed to synthesize it. The reactants are: [NH:1]1[C:5]([CH2:6][C:7]([C:9]2[S:10][CH:11]=[CH:12][CH:13]=2)=O)=[N:4][N:3]=[N:2]1.[CH3:14]I.[NH2:16][C:17]([NH2:19])=[S:18]. (3) Given the product [ClH:35].[CH2:1]([O:8][C:9]1[C:10]([NH:22][C:23]2[S:24][CH:25]=[C:26]([CH3:28])[N:27]=2)=[N:11][CH:12]=[C:13]([S:15]([C:16]2[CH:21]=[CH:20][CH:19]=[CH:18][CH:17]=2)=[O:37])[CH:14]=1)[C:2]1[CH:3]=[CH:4][CH:5]=[CH:6][CH:7]=1, predict the reactants needed to synthesize it. The reactants are: [CH2:1]([O:8][C:9]1[C:10]([NH:22][C:23]2[S:24][CH:25]=[C:26]([CH3:28])[N:27]=2)=[N:11][CH:12]=[C:13]([S:15][C:16]2[CH:21]=[CH:20][CH:19]=[CH:18][CH:17]=2)[CH:14]=1)[C:2]1[CH:7]=[CH:6][CH:5]=[CH:4][CH:3]=1.C1C=C([Cl:35])C=C(C(OO)=[O:37])C=1. (4) Given the product [CH3:33][O:34][C:35](=[O:85])[C@@H:36]([NH:52][C:53]([CH:55]1[CH2:64][C:63]2[CH:62]=[C:61]3[O:65][CH2:66][C@H:67]([C:69]4[CH:74]=[CH:73][C:72]([O:75][CH2:76][C:77]5[CH:82]=[CH:81][C:80]([Cl:83])=[C:79]([Cl:84])[CH:78]=5)=[CH:71][CH:70]=4)[O:68][C:60]3=[CH:59][C:58]=2[CH2:57][N:56]1[C:15]([C:11]1[S:10][C:9]([NH:8][C:6]([O:5][C:1]([CH3:2])([CH3:3])[CH3:4])=[O:7])=[N:13][C:12]=1[CH3:14])=[O:17])=[O:54])[CH2:37][C:38]1[CH:43]=[CH:42][C:41]([C:44]2[CH:45]=[CH:46][C:47]([C:50]#[N:51])=[CH:48][CH:49]=2)=[CH:40][CH:39]=1, predict the reactants needed to synthesize it. The reactants are: [C:1]([O:5][C:6]([NH:8][C:9]1[S:10][C:11]([C:15]([OH:17])=O)=[C:12]([CH3:14])[N:13]=1)=[O:7])([CH3:4])([CH3:3])[CH3:2].CN(C(F)=[N+](C)C)C.F[P-](F)(F)(F)(F)F.[CH3:33][O:34][C:35](=[O:85])[C@@H:36]([NH:52][C:53]([CH:55]1[CH2:64][C:63]2[CH:62]=[C:61]3[O:65][CH2:66][C@H:67]([C:69]4[CH:74]=[CH:73][C:72]([O:75][CH2:76][C:77]5[CH:82]=[CH:81][C:80]([Cl:83])=[C:79]([Cl:84])[CH:78]=5)=[CH:71][CH:70]=4)[O:68][C:60]3=[CH:59][C:58]=2[CH2:57][NH:56]1)=[O:54])[CH2:37][C:38]1[CH:43]=[CH:42][C:41]([C:44]2[CH:49]=[CH:48][C:47]([C:50]#[N:51])=[CH:46][CH:45]=2)=[CH:40][CH:39]=1.CCN(C(C)C)C(C)C. (5) Given the product [F:40][C:41]1[CH:46]=[CH:45][C:44]([CH:47]([OH:49])[CH3:48])=[CH:43][C:42]=1[C:50]1[CH:51]=[N:52][C:53]([N:56]2[C:64]3[C:59](=[CH:60][CH:61]=[C:62]([C:65]([N:34]4[CH2:39][CH2:38][O:37][CH2:36][CH2:35]4)=[O:66])[CH:63]=3)[C:58]([S:68][CH3:69])=[CH:57]2)=[N:54][CH:55]=1, predict the reactants needed to synthesize it. The reactants are: CN(C(ON1N=NC2C=CC=NC1=2)=[N+](C)C)C.F[P-](F)(F)(F)(F)F.C(N(C(C)C)CC)(C)C.[NH:34]1[CH2:39][CH2:38][O:37][CH2:36][CH2:35]1.[F:40][C:41]1[CH:46]=[CH:45][C:44]([CH:47]([OH:49])[CH3:48])=[CH:43][C:42]=1[C:50]1[CH:51]=[N:52][C:53]([N:56]2[C:64]3[C:59](=[CH:60][CH:61]=[C:62]([C:65](O)=[O:66])[CH:63]=3)[C:58]([S:68][CH3:69])=[CH:57]2)=[N:54][CH:55]=1. (6) Given the product [CH:9]1([NH:15][C:16]2[N:3]3[CH:4]=[CH:5][C:6]([CH3:8])=[N:7][C:2]3=[N:1][C:23]=2[C:19]2[N:18]([CH3:17])[CH:22]=[CH:21][CH:20]=2)[CH2:14][CH2:13][CH2:12][CH2:11][CH2:10]1, predict the reactants needed to synthesize it. The reactants are: [NH2:1][C:2]1[N:7]=[C:6]([CH3:8])[CH:5]=[CH:4][N:3]=1.[CH:9]1([N+:15]#[C-:16])[CH2:14][CH2:13][CH2:12][CH2:11][CH2:10]1.[CH3:17][N:18]1[CH:22]=[CH:21][CH:20]=[C:19]1[CH:23]=O. (7) Given the product [CH2:1]([O:8][C:9]1[CH:17]=[C:16]2[C:12]([C:13]([CH:24]([OH:25])[CH3:26])=[N:14][N:15]2[CH:18]2[CH2:23][CH2:22][CH2:21][CH2:20][O:19]2)=[CH:11][CH:10]=1)[C:2]1[CH:7]=[CH:6][CH:5]=[CH:4][CH:3]=1, predict the reactants needed to synthesize it. The reactants are: [CH2:1]([O:8][C:9]1[CH:17]=[C:16]2[C:12]([C:13]([CH:24]=[O:25])=[N:14][N:15]2[CH:18]2[CH2:23][CH2:22][CH2:21][CH2:20][O:19]2)=[CH:11][CH:10]=1)[C:2]1[CH:7]=[CH:6][CH:5]=[CH:4][CH:3]=1.[CH3:26][Mg]Br.C1COCC1.Cl. (8) Given the product [CH2:16]([N:6]1[C:5]2[CH:12]=[CH:13][C:2]([Cl:1])=[CH:3][C:4]=2[C:9](=[O:10])[O:8][C:7]1=[O:11])[C:17]1[CH:22]=[CH:21][CH:20]=[CH:19][CH:18]=1, predict the reactants needed to synthesize it. The reactants are: [Cl:1][C:2]1[CH:13]=[CH:12][C:5]2[NH:6][C:7](=[O:11])[O:8][C:9](=[O:10])[C:4]=2[CH:3]=1.[H-].[Na+].[CH2:16](Br)[C:17]1[CH:22]=[CH:21][CH:20]=[CH:19][CH:18]=1. (9) Given the product [NH2:8][C:4]1[CH:5]=[CH:6][CH:7]=[C:2]([Br:1])[C:3]=1[OH:11], predict the reactants needed to synthesize it. The reactants are: [Br:1][C:2]1[CH:7]=[CH:6][CH:5]=[C:4]([N+:8]([O-])=O)[C:3]=1[OH:11].Cl[Sn]Cl.O.